From a dataset of Forward reaction prediction with 1.9M reactions from USPTO patents (1976-2016). Predict the product of the given reaction. Given the reactants [F:1][C:2]([F:36])([F:35])[C:3]1[CH:4]=[C:5]([C@H:13]([O:15][C@H:16]2[CH2:21][CH2:20][N:19](C(OC(C)(C)C)=O)[CH2:18][C@H:17]2[C:29]2[CH:34]=[CH:33][CH:32]=[CH:31][CH:30]=2)[CH3:14])[CH:6]=[C:7]([C:9]([F:12])([F:11])[F:10])[CH:8]=1.[ClH:37].C(OCC)(=O)C, predict the reaction product. The product is: [ClH:37].[F:11][C:9]([F:10])([F:12])[C:7]1[CH:6]=[C:5]([C@H:13]([O:15][C@H:16]2[CH2:21][CH2:20][NH:19][CH2:18][C@H:17]2[C:29]2[CH:34]=[CH:33][CH:32]=[CH:31][CH:30]=2)[CH3:14])[CH:4]=[C:3]([C:2]([F:36])([F:1])[F:35])[CH:8]=1.